Dataset: Reaction yield outcomes from USPTO patents with 853,638 reactions. Task: Predict the reaction yield, written as a fraction of the theoretical maximum amount of product (1.0 means a 100% yield; for example, 0.34 means a 34% yield). The reactants are [C:1]([O:5][C:6](=[O:17])[NH:7][C:8]1[CH:13]=[CH:12][CH:11]=[C:10]([N+:14]([O-:16])=[O:15])[CH:9]=1)([CH3:4])([CH3:3])[CH3:2].[CH3:18][Si:19]([CH2:22][Mg]Cl)([CH3:21])[CH3:20].ClC1C(=O)C(C#N)=C(C#N)C(=O)C=1Cl.C(O)(=O)C. The yield is 0.730. The product is [C:1]([O:5][C:6](=[O:17])[NH:7][C:8]1[CH:13]=[CH:12][C:11]([CH2:18][Si:19]([CH3:22])([CH3:21])[CH3:20])=[C:10]([N+:14]([O-:16])=[O:15])[CH:9]=1)([CH3:4])([CH3:2])[CH3:3]. The catalyst is C1COCC1.